Dataset: Forward reaction prediction with 1.9M reactions from USPTO patents (1976-2016). Task: Predict the product of the given reaction. (1) The product is: [C:2]1([C:1]([C:14]2[CH:19]=[CH:18][CH:17]=[CH:16][CH:15]=2)([C:8]2[CH:13]=[CH:12][CH:11]=[CH:10][CH:9]=2)[O:24][CH2:23][C:22](=[CH2:21])[CH2:25][OH:26])[CH:7]=[CH:6][CH:5]=[CH:4][CH:3]=1. Given the reactants [C:1](Cl)([C:14]1[CH:19]=[CH:18][CH:17]=[CH:16][CH:15]=1)([C:8]1[CH:13]=[CH:12][CH:11]=[CH:10][CH:9]=1)[C:2]1[CH:7]=[CH:6][CH:5]=[CH:4][CH:3]=1.[CH2:21]=[C:22]([CH2:25][OH:26])[CH2:23][OH:24].C(N(CC)CC)C.C([O-])(O)=O.[Na+], predict the reaction product. (2) Given the reactants [Si]([O:8][C@H:9]([CH3:42])[CH2:10][CH2:11][CH2:12][C@H:13]([OH:41])/[CH:14]=[CH:15]/[C@H:16]1[C@H:20]([O:21][CH:22]2[CH2:27][CH2:26][CH2:25][CH2:24][O:23]2)[CH2:19][C@@H:18]([Cl:28])[C@@H:17]1[CH2:29][CH2:30][CH2:31][CH2:32][CH2:33][CH2:34][C:35]([O:37][CH2:38][CH2:39][CH3:40])=[O:36])(C(C)(C)C)(C)C.CCCC[N+](CCCC)(CCCC)CCCC.[F-].C1COCC1, predict the reaction product. The product is: [Cl:28][C@H:18]1[C@H:17]([CH2:29][CH2:30][CH2:31][CH2:32][CH2:33][CH2:34][C:35]([O:37][CH2:38][CH2:39][CH3:40])=[O:36])[C@@H:16](/[CH:15]=[CH:14]/[C@@H:13]([OH:41])[CH2:12][CH2:11][CH2:10][C@H:9]([OH:8])[CH3:42])[C@H:20]([O:21][CH:22]2[CH2:27][CH2:26][CH2:25][CH2:24][O:23]2)[CH2:19]1. (3) Given the reactants [CH:1](=O)[C:2]1[C:3](=[CH:5][CH:6]=[CH:7][CH:8]=1)[OH:4].CN(C=O)C.C([O-])([O-])=O.[K+].[K+].[F:21][C:22]([F:31])([F:30])/[CH:23]=[CH:24]/[C:25]([O:27][CH2:28][CH3:29])=[O:26], predict the reaction product. The product is: [F:21][C:22]([F:30])([F:31])[CH:23]1[C:24]([C:25]([O:27][CH2:28][CH3:29])=[O:26])=[CH:1][C:2]2[CH:8]=[CH:7][CH:6]=[CH:5][C:3]=2[O:4]1.